This data is from Forward reaction prediction with 1.9M reactions from USPTO patents (1976-2016). The task is: Predict the product of the given reaction. (1) Given the reactants N.[CH3:2][O:3][C:4]1[CH:5]=[C:6]([CH:13]=[C:14]([O:16][CH3:17])[CH:15]=1)[CH2:7][CH:8]1[O:12][CH2:11][CH2:10][O:9]1.[Li], predict the reaction product. The product is: [CH3:2][O:3][C:4]1[CH2:15][C:14]([O:16][CH3:17])=[CH:13][CH:6]([CH2:7][CH:8]2[O:9][CH2:10][CH2:11][O:12]2)[CH:5]=1. (2) Given the reactants [F:1][C:2]1[CH:7]=[C:6]([C:8]2[CH:16]=[C:15]3[C:11]([C:12]([C:17]4[NH:18][C:19]5[CH2:24][CH2:23][NH:22][CH2:21][C:20]=5[N:25]=4)=[N:13][NH:14]3)=[CH:10][CH:9]=2)[C:5]([CH2:26][C:27]([F:30])([F:29])[F:28])=[CH:4][C:3]=1[OH:31].[CH3:32][O:33][C:34]1[CH:35]=[C:36]([CH:39]=[CH:40][CH:41]=1)[CH:37]=O, predict the reaction product. The product is: [F:1][C:2]1[CH:7]=[C:6]([C:8]2[CH:16]=[C:15]3[C:11]([C:12]([C:17]4[NH:18][C:19]5[CH2:24][CH2:23][N:22]([CH2:37][C:36]6[CH:39]=[CH:40][CH:41]=[C:34]([O:33][CH3:32])[CH:35]=6)[CH2:21][C:20]=5[N:25]=4)=[N:13][NH:14]3)=[CH:10][CH:9]=2)[C:5]([CH2:26][C:27]([F:28])([F:29])[F:30])=[CH:4][C:3]=1[OH:31]. (3) The product is: [C:39]([CH2:38][NH:43][C:30](=[O:31])[C:29]1[CH:33]=[CH:34][C:26]([C:24]2[CH:23]=[CH:22][N:21]=[C:20]([NH:19][C:16]3[CH:17]=[CH:18][C:13]([N:10]4[CH2:9][CH2:8][CH:7]([N:3]5[CH2:4][CH2:5][CH2:6][C:2]5=[O:1])[CH2:12][CH2:11]4)=[CH:14][CH:15]=3)[N:25]=2)=[CH:27][CH:28]=1)#[N:41]. Given the reactants [O:1]=[C:2]1[CH2:6][CH2:5][CH2:4][N:3]1[CH:7]1[CH2:12][CH2:11][N:10]([C:13]2[CH:18]=[CH:17][C:16]([NH:19][C:20]3[N:25]=[C:24]([C:26]4[CH:34]=[CH:33][C:29]([C:30](O)=[O:31])=[CH:28][CH:27]=4)[CH:23]=[CH:22][N:21]=3)=[CH:15][CH:14]=2)[CH2:9][CH2:8]1.C1C=C[C:38]2[N:43](O)N=[N:41][C:39]=2C=1.CCN=C=NCCCN(C)C.Cl.Cl.NCC#N.C(N(CC)CC)C, predict the reaction product. (4) Given the reactants [CH3:1][O:2][C:3]1[CH:12]=[CH:11][C:6]([CH2:7][N:8]=[N+:9]=[N-:10])=[CH:5][CH:4]=1.C(=O)([O-])[O-].[K+].[K+].[C:19](OCC)(=[O:26])[CH2:20][C:21]([O:23][CH2:24][CH3:25])=[O:22], predict the reaction product. The product is: [CH2:24]([O:23][C:21]([C:20]1[N:10]=[N:9][N:8]([CH2:7][C:6]2[CH:5]=[CH:4][C:3]([O:2][CH3:1])=[CH:12][CH:11]=2)[C:19]=1[OH:26])=[O:22])[CH3:25]. (5) Given the reactants [CH:1]1[C:10]2[C:5](=[C:6](B(O)O)[CH:7]=[CH:8][CH:9]=2)[CH:4]=[CH:3][N:2]=1.Br[C:15]1[CH:20]=[CH:19][C:18]([C:21]([F:24])([F:23])[F:22])=[CH:17][C:16]=1[N:25]1[CH:29]=[CH:28][N:27]=[CH:26]1.P([O-])([O-])([O-])=O.[K+].[K+].[K+].C(O)(=O)C, predict the reaction product. The product is: [N:25]1([C:16]2[CH:17]=[C:18]([C:21]([F:22])([F:23])[F:24])[CH:19]=[CH:20][C:15]=2[C:6]2[CH:7]=[CH:8][CH:9]=[C:10]3[C:5]=2[CH2:4][CH2:3][NH:2][CH2:1]3)[CH:29]=[CH:28][N:27]=[CH:26]1. (6) Given the reactants [Cl:1][C:2]1[CH:3]=[C:4]([NH:8][C:9]2[C:14]3[N:15]=[CH:16][N:17]([CH3:18])[C:13]=3[C:12]([C:19]([OH:21])=O)=[CH:11][N:10]=2)[CH:5]=[CH:6][CH:7]=1.C(N(CC)C(C)C)(C)C.F[P-](F)(F)(F)(F)F.N1(OC(N(C)C)=[N+](C)C)C2C=CC=CC=2N=N1.[NH:55]1[CH2:60][CH2:59][O:58][CH2:57][CH2:56]1.Cl, predict the reaction product. The product is: [Cl:1][C:2]1[CH:3]=[C:4]([NH:8][C:9]2[C:14]3[N:15]=[CH:16][N:17]([CH3:18])[C:13]=3[C:12]([C:19]([N:55]3[CH2:60][CH2:59][O:58][CH2:57][CH2:56]3)=[O:21])=[CH:11][N:10]=2)[CH:5]=[CH:6][CH:7]=1. (7) Given the reactants [ClH:1].Cl.[C:3]1([NH2:11])[C:4]([NH2:10])=[CH:5][C:6]([NH2:9])=[CH:7][CH:8]=1.[OH:12][C:13]1[CH:18]=[CH:17][C:16]([C:19]([C:21]([C:23]2[CH:28]=[CH:27][C:26]([OH:29])=[CH:25][CH:24]=2)=O)=O)=[CH:15][CH:14]=1, predict the reaction product. The product is: [ClH:1].[ClH:1].[OH:12][C:13]1[CH:14]=[CH:15][C:16]([C:19]2[C:21]([C:23]3[CH:24]=[CH:25][C:26]([OH:29])=[CH:27][CH:28]=3)=[N:10][C:4]3[C:3](=[CH:8][CH:7]=[C:6]([NH2:9])[CH:5]=3)[N:11]=2)=[CH:17][CH:18]=1.